The task is: Predict the reactants needed to synthesize the given product.. This data is from Full USPTO retrosynthesis dataset with 1.9M reactions from patents (1976-2016). (1) Given the product [ClH:2].[NH2:45][CH2:44][C@H:41]1[CH2:40][CH2:39][C@H:38]([C:36]([NH:35][C@@H:16]([CH2:17][C:18]2[CH:19]=[CH:20][C:21]([C:24]3[CH:29]=[CH:28][C:27]([S:30](=[O:32])(=[O:33])[NH2:31])=[CH:26][C:25]=3[CH3:34])=[CH:22][CH:23]=2)[C:15]([NH:14][C:11]2[CH:10]=[CH:9][C:8]([C:6]3[NH:7][C:3]([Cl:2])=[N:4][N:5]=3)=[CH:13][CH:12]=2)=[O:53])=[O:37])[CH2:43][CH2:42]1, predict the reactants needed to synthesize it. The reactants are: Cl.[Cl:2][C:3]1[NH:7][C:6]([C:8]2[CH:13]=[CH:12][C:11]([NH:14][C:15](=[O:53])[C@@H:16]([NH:35][C:36]([C@H:38]3[CH2:43][CH2:42][C@H:41]([CH2:44][NH:45]C(=O)OC(C)(C)C)[CH2:40][CH2:39]3)=[O:37])[CH2:17][C:18]3[CH:23]=[CH:22][C:21]([C:24]4[CH:29]=[CH:28][C:27]([S:30](=[O:33])(=[O:32])[NH2:31])=[CH:26][C:25]=4[CH3:34])=[CH:20][CH:19]=3)=[CH:10][CH:9]=2)=[N:5][N:4]=1.C(#N)C. (2) Given the product [C:1]1([CH2:13][CH2:14][NH2:15])[CH:2]=[N:3][N:4]2[CH:9]=[CH:8][C:7]3[O:10][CH:11]=[CH:12][C:6]=3[C:5]=12, predict the reactants needed to synthesize it. The reactants are: [C:1]1([CH2:13][C:14]#[N:15])[CH:2]=[N:3][N:4]2[CH:9]=[CH:8][C:7]3[O:10][CH:11]=[CH:12][C:6]=3[C:5]=12.